The task is: Predict which catalyst facilitates the given reaction.. This data is from Catalyst prediction with 721,799 reactions and 888 catalyst types from USPTO. (1) Reactant: [CH3:1][O:2][C:3]([CH:5]1[CH2:10][CH:9]([CH2:11][CH2:12][O:13][CH2:14][C:15]2[CH:20]=[CH:19][CH:18]=[CH:17][CH:16]=2)[CH2:8][CH2:7][C:6]1=[O:21])=[O:4].C[O-].[Na+].I[CH2:26][CH3:27]. Product: [CH3:1][O:2][C:3]([C:5]1([CH2:26][CH3:27])[CH2:10][CH:9]([CH2:11][CH2:12][O:13][CH2:14][C:15]2[CH:20]=[CH:19][CH:18]=[CH:17][CH:16]=2)[CH2:8][CH2:7][C:6]1=[O:21])=[O:4]. The catalyst class is: 5. (2) Reactant: Br[C:2]1[S:6][C:5]([C:7]2[NH:11][C:10]3[CH:12]=[CH:13][CH:14]=[C:15]([C:16]([NH2:18])=[O:17])[C:9]=3[N:8]=2)=[CH:4][CH:3]=1.C1(C)C=CC=CC=1P(C1C=CC=CC=1C)C1C=CC=CC=1C.C([Sn](CCCC)(CCCC)[C:46]1[CH:51]=[CH:50][CH:49]=[CH:48][N:47]=1)CCC.C(N(CC)CC)C. Product: [N:47]1[CH:48]=[CH:49][CH:50]=[CH:51][C:46]=1[C:2]1[S:6][C:5]([C:7]2[NH:11][C:10]3[CH:12]=[CH:13][CH:14]=[C:15]([C:16]([NH2:18])=[O:17])[C:9]=3[N:8]=2)=[CH:4][CH:3]=1. The catalyst class is: 174. (3) Reactant: [OH-].[Na+].[Br:3][C:4]1[CH:9]=[C:8]([F:10])[CH:7]=[CH:6][C:5]=1[S:11][CH2:12][C:13]([O:15]C)=[O:14].Cl. Product: [Br:3][C:4]1[CH:9]=[C:8]([F:10])[CH:7]=[CH:6][C:5]=1[S:11][CH2:12][C:13]([OH:15])=[O:14]. The catalyst class is: 1. (4) Reactant: [C:1]([C:5]1[CH:10]=[CH:9][C:8]([OH:11])=[CH:7][CH:6]=1)([CH3:4])([CH3:3])[CH3:2].[CH3:12][C:13]([CH3:18])=[CH:14][C:15](Cl)=[O:16].C(N(CC)CC)C. Product: [C:1]([C:5]1[CH:6]=[CH:7][C:8]([O:11][C:15](=[O:16])[CH:14]=[C:13]([CH3:18])[CH3:12])=[CH:9][CH:10]=1)([CH3:4])([CH3:2])[CH3:3]. The catalyst class is: 27. (5) The catalyst class is: 1. Product: [OH:26][CH2:25][C:23]1[CH:24]=[C:19]([NH:18][C:16]([C:13]2[N:12]=[N:11][N:10]([CH2:9][C:4]3[CH:5]=[CH:6][C:7]([Cl:8])=[C:2]([Cl:1])[CH:3]=3)[C:14]=2[CH3:15])=[O:17])[CH:20]=[C:21]([CH2:29][OH:30])[CH:22]=1. Reactant: [Cl:1][C:2]1[CH:3]=[C:4]([CH2:9][N:10]2[C:14]([CH3:15])=[C:13]([C:16]([NH:18][C:19]3[CH:20]=[C:21]([C:29](OC)=[O:30])[CH:22]=[C:23]([C:25](OC)=[O:26])[CH:24]=3)=[O:17])[N:12]=[N:11]2)[CH:5]=[CH:6][C:7]=1[Cl:8].CC(C[AlH]CC(C)C)C.C1(C)C=CC=CC=1.[NH4+].[Cl-].